This data is from Reaction yield outcomes from USPTO patents with 853,638 reactions. The task is: Predict the reaction yield, written as a fraction of the theoretical maximum amount of product (1.0 means a 100% yield; for example, 0.34 means a 34% yield). The reactants are C([N:8]1[CH2:13][C:12]2([CH2:18][CH2:17][N:16]([C:19]([O:21][C:22]([CH3:25])([CH3:24])[CH3:23])=[O:20])[CH2:15][CH2:14]2)[O:11][CH:10]([C:26]([O:28][CH3:29])=[O:27])[CH2:9]1)C1C=CC=CC=1.C([O-])=O.[NH4+]. The catalyst is CCO.[Pd]. The product is [O:11]1[C:12]2([CH2:18][CH2:17][N:16]([C:19]([O:21][C:22]([CH3:25])([CH3:24])[CH3:23])=[O:20])[CH2:15][CH2:14]2)[CH2:13][NH:8][CH2:9][CH:10]1[C:26]([O:28][CH3:29])=[O:27]. The yield is 0.740.